The task is: Regression. Given two drug SMILES strings and cell line genomic features, predict the synergy score measuring deviation from expected non-interaction effect.. This data is from NCI-60 drug combinations with 297,098 pairs across 59 cell lines. (1) Drug 1: CC1=C(C=C(C=C1)NC(=O)C2=CC=C(C=C2)CN3CCN(CC3)C)NC4=NC=CC(=N4)C5=CN=CC=C5. Drug 2: CC1=C(C=C(C=C1)C(=O)NC2=CC(=CC(=C2)C(F)(F)F)N3C=C(N=C3)C)NC4=NC=CC(=N4)C5=CN=CC=C5. Cell line: COLO 205. Synergy scores: CSS=-2.97, Synergy_ZIP=1.38, Synergy_Bliss=-2.25, Synergy_Loewe=-2.10, Synergy_HSA=-4.57. (2) Drug 1: CCC1=CC2CC(C3=C(CN(C2)C1)C4=CC=CC=C4N3)(C5=C(C=C6C(=C5)C78CCN9C7C(C=CC9)(C(C(C8N6C)(C(=O)OC)O)OC(=O)C)CC)OC)C(=O)OC.C(C(C(=O)O)O)(C(=O)O)O. Drug 2: CC=C1C(=O)NC(C(=O)OC2CC(=O)NC(C(=O)NC(CSSCCC=C2)C(=O)N1)C(C)C)C(C)C. Cell line: CCRF-CEM. Synergy scores: CSS=52.4, Synergy_ZIP=-1.44, Synergy_Bliss=-5.03, Synergy_Loewe=-4.27, Synergy_HSA=-3.07. (3) Drug 1: CCC1=CC2CC(C3=C(CN(C2)C1)C4=CC=CC=C4N3)(C5=C(C=C6C(=C5)C78CCN9C7C(C=CC9)(C(C(C8N6C)(C(=O)OC)O)OC(=O)C)CC)OC)C(=O)OC.C(C(C(=O)O)O)(C(=O)O)O. Drug 2: CC(C)CN1C=NC2=C1C3=CC=CC=C3N=C2N. Cell line: MALME-3M. Synergy scores: CSS=39.6, Synergy_ZIP=8.14, Synergy_Bliss=8.14, Synergy_Loewe=-5.94, Synergy_HSA=7.02. (4) Synergy scores: CSS=25.5, Synergy_ZIP=2.61, Synergy_Bliss=3.12, Synergy_Loewe=0.423, Synergy_HSA=0.460. Drug 2: CC1=C(N=C(N=C1N)C(CC(=O)N)NCC(C(=O)N)N)C(=O)NC(C(C2=CN=CN2)OC3C(C(C(C(O3)CO)O)O)OC4C(C(C(C(O4)CO)O)OC(=O)N)O)C(=O)NC(C)C(C(C)C(=O)NC(C(C)O)C(=O)NCCC5=NC(=CS5)C6=NC(=CS6)C(=O)NCCC[S+](C)C)O. Cell line: MDA-MB-435. Drug 1: CC12CCC3C(C1CCC2=O)CC(=C)C4=CC(=O)C=CC34C.